This data is from Peptide-MHC class I binding affinity with 185,985 pairs from IEDB/IMGT. The task is: Regression. Given a peptide amino acid sequence and an MHC pseudo amino acid sequence, predict their binding affinity value. This is MHC class I binding data. (1) The peptide sequence is KTAVQMAVF. The MHC is HLA-A33:01 with pseudo-sequence HLA-A33:01. The binding affinity (normalized) is 0. (2) The peptide sequence is TTTSEVVDM. The MHC is HLA-A02:01 with pseudo-sequence HLA-A02:01. The binding affinity (normalized) is 0.149.